This data is from Reaction yield outcomes from USPTO patents with 853,638 reactions. The task is: Predict the reaction yield, written as a fraction of the theoretical maximum amount of product (1.0 means a 100% yield; for example, 0.34 means a 34% yield). The reactants are [C:1]([C:5]1[CH:10]=[CH:9][CH:8]=[C:7]([C:11]([CH3:14])([CH3:13])[CH3:12])[C:6]=1[OH:15])([CH3:4])([CH3:3])[CH3:2].[NH:16]1[CH2:21][CH2:20][CH2:19][CH2:18][CH2:17]1.[CH:22](=O)[C:23]1[CH:28]=[CH:27][CH:26]=[CH:25][CH:24]=1. The catalyst is C(O)C. The product is [C:11]([C:7]1[CH:8]=[C:9]([CH:22]([C:23]2[CH:28]=[CH:27][CH:26]=[CH:25][CH:24]=2)[N:16]2[CH2:21][CH2:20][CH2:19][CH2:18][CH2:17]2)[CH:10]=[C:5]([C:1]([CH3:4])([CH3:3])[CH3:2])[C:6]=1[OH:15])([CH3:14])([CH3:13])[CH3:12]. The yield is 0.670.